From a dataset of Reaction yield outcomes from USPTO patents with 853,638 reactions. Predict the reaction yield, written as a fraction of the theoretical maximum amount of product (1.0 means a 100% yield; for example, 0.34 means a 34% yield). (1) The reactants are [CH2:1](Br)[C:2]1[CH:7]=[CH:6][CH:5]=[CH:4][CH:3]=1.C([O-])([O-])=O.[K+].[K+].[OH:15][C:16]1[CH:25]=[C:24]([NH:26][C:27](=[O:40])[CH:28]=[CH:29][C:30]2[CH:39]=[CH:38][C:37]3[C:32](=[CH:33][CH:34]=[CH:35][CH:36]=3)[CH:31]=2)[CH:23]=[CH:22][C:17]=1[C:18]([O:20][CH3:21])=[O:19].C1CCN2C(=NCCC2)CC1.Cl.[N+:53]([CH3:56])([O-:55])=[O:54]. The catalyst is CN(C=O)C.O. The product is [CH2:1]([O:15][C:16]1[CH:25]=[C:24]([NH:26][C:27](=[O:40])[CH2:28][CH:29]([C:30]2[CH:39]=[CH:38][C:37]3[C:32](=[CH:33][CH:34]=[CH:35][CH:36]=3)[CH:31]=2)[CH2:56][N+:53]([O-:55])=[O:54])[CH:23]=[CH:22][C:17]=1[C:18]([O:20][CH3:21])=[O:19])[C:2]1[CH:7]=[CH:6][CH:5]=[CH:4][CH:3]=1. The yield is 0.720. (2) The reactants are C[O:2][C:3]1[CH:4]=[CH:5][CH:6]=[C:7]2[C:12]=1[N:11]=[CH:10][C:9]([CH3:13])=[CH:8]2.C(=O)([O-])[O-].[Na+].[Na+]. The catalyst is Br. The product is [CH3:13][C:9]1[CH:10]=[N:11][C:12]2[C:7]([CH:8]=1)=[CH:6][CH:5]=[CH:4][C:3]=2[OH:2]. The yield is 0.830. (3) The reactants are C(OC([N:8]1[CH2:13][CH2:12][CH:11]([NH:14][C:15]2[CH:42]=[C:18]3[CH2:19][N:20]([C:24]([O:26][CH2:27][C:28]4[CH:33]=[C:32]([C:34]([F:37])([F:36])[F:35])[CH:31]=[C:30]([C:38]([F:41])([F:40])[F:39])[CH:29]=4)=[O:25])[CH2:21][CH2:22][CH2:23][N:17]3[N:16]=2)[CH2:10][CH2:9]1)=O)(C)(C)C.C(O)(C(F)(F)F)=O. The catalyst is ClCCl. The product is [NH:8]1[CH2:9][CH2:10][CH:11]([NH:14][C:15]2[CH:42]=[C:18]3[CH2:19][N:20]([C:24]([O:26][CH2:27][C:28]4[CH:29]=[C:30]([C:38]([F:40])([F:41])[F:39])[CH:31]=[C:32]([C:34]([F:37])([F:35])[F:36])[CH:33]=4)=[O:25])[CH2:21][CH2:22][CH2:23][N:17]3[N:16]=2)[CH2:12][CH2:13]1. The yield is 0.710. (4) The reactants are O[C:2]([C:5]1[CH:10]=[C:9]([O:11][CH3:12])[C:8]([N:13]2[CH2:18][CH2:17][NH:16][CH2:15][CH2:14]2)=[CH:7][C:6]=1[OH:19])([CH3:4])[CH3:3].FC(F)(F)C(O)=O.C([SiH](CC)CC)C. The catalyst is ClCCl. The product is [CH:2]([C:5]1[CH:10]=[C:9]([O:11][CH3:12])[C:8]([N:13]2[CH2:14][CH2:15][NH:16][CH2:17][CH2:18]2)=[CH:7][C:6]=1[OH:19])([CH3:4])[CH3:3]. The yield is 0.990. (5) The reactants are [H-].[Na+].[NH2:3][C@@H:4]1[C:13]2[C:8](=[CH:9][CH:10]=[CH:11][CH:12]=2)[C@H:7]([OH:14])[CH2:6][CH2:5]1.[CH3:15][C@H:16]1[CH2:21][CH2:20][CH2:19][C@@H:18]([CH3:22])[N:17]1[C:23]1[N:27]2[CH:28]=[C:29](F)[CH:30]=[CH:31][C:26]2=[N:25][N:24]=1. The catalyst is CN(C=O)C. The product is [CH3:15][C@H:16]1[CH2:21][CH2:20][CH2:19][C@@H:18]([CH3:22])[N:17]1[C:23]1[N:27]2[CH:28]=[C:29]([O:14][C@H:7]3[C:8]4[C:13](=[CH:12][CH:11]=[CH:10][CH:9]=4)[C@@H:4]([NH2:3])[CH2:5][CH2:6]3)[CH:30]=[CH:31][C:26]2=[N:25][N:24]=1. The yield is 0.570. (6) The reactants are [F:1][C:2]([F:20])([F:19])[C:3](O)=[CH:4][C:5]([C:7]1[CH:17]=[CH:16][C:10]2[O:11][CH2:12][C:13](=[O:15])[NH:14][C:9]=2[CH:8]=1)=O.Cl.[Cl:22][C:23]1[CH:24]=[C:25]([NH:30][NH2:31])[CH:26]=[CH:27][C:28]=1[Cl:29]. No catalyst specified. The product is [Cl:22][C:23]1[CH:24]=[C:25]([N:30]2[C:5]([C:7]3[CH:17]=[CH:16][C:10]4[O:11][CH2:12][C:13](=[O:15])[NH:14][C:9]=4[CH:8]=3)=[CH:4][C:3]([C:2]([F:20])([F:19])[F:1])=[N:31]2)[CH:26]=[CH:27][C:28]=1[Cl:29]. The yield is 0.780. (7) The reactants are [CH3:1][N:2]1[C:6]2[CH:7]=[C:8]([C:11]([OH:13])=O)[CH:9]=[CH:10][C:5]=2[N:4]=[CH:3]1.[CH2:14]1[C@H:23]2[C@H:18]([CH2:19][CH2:20][C:21]3[CH:27]=[CH:26][CH:25]=[CH:24][C:22]=32)[NH:17][CH2:16][CH2:15]1.F[P-](F)(F)(F)(F)F.N1(OC(N(C)C)=[N+](C)C)C2N=CC=CC=2N=N1. No catalyst specified. The product is [CH2:14]1[C@H:23]2[C@H:18]([CH2:19][CH2:20][C:21]3[CH:27]=[CH:26][CH:25]=[CH:24][C:22]=32)[N:17]([C:11]([C:8]2[CH:9]=[CH:10][C:5]3[N:4]=[CH:3][N:2]([CH3:1])[C:6]=3[CH:7]=2)=[O:13])[CH2:16][CH2:15]1. The yield is 0.910. (8) The reactants are [H-].[Na+].[OH:3][C:4]1[CH:24]=[CH:23][C:7]([O:8][CH2:9][CH2:10][CH2:11][N:12]2[C:20](=[O:21])[C:19]3[C:14](=[CH:15][CH:16]=[CH:17][CH:18]=3)[C:13]2=[O:22])=[CH:6][CH:5]=1.[O:25]1[CH2:27][CH:26]1[CH2:28]OS(C1C=CC=C([N+]([O-])=O)C=1)(=O)=O.[Cl-].[NH4+]. The catalyst is CN(C)C=O. The product is [O:25]1[CH2:27][CH:26]1[CH2:28][O:3][C:4]1[CH:24]=[CH:23][C:7]([O:8][CH2:9][CH2:10][CH2:11][N:12]2[C:13](=[O:22])[C:14]3[C:19](=[CH:18][CH:17]=[CH:16][CH:15]=3)[C:20]2=[O:21])=[CH:6][CH:5]=1. The yield is 0.530. (9) The reactants are Cl.Cl.[CH3:3][Si:4]([CH3:31])([CH3:30])[CH2:5][CH2:6][O:7][CH2:8][N:9]1[C:13]2[N:14]=[CH:15][N:16]=[C:17]([C:18]3[CH:19]=[N:20][N:21]([C:23]4([CH2:27][C:28]#[N:29])[CH2:26][NH:25][CH2:24]4)[CH:22]=3)[C:12]=2[CH:11]=[CH:10]1.Br[C:33]1[CH:42]=[CH:41][C:36]([C:37]([O:39][CH3:40])=[O:38])=[C:35]([F:43])[CH:34]=1.C(=O)([O-])[O-].[Cs+].[Cs+].C1(PC2C=CC=CC=2)C=CC=CC=1. The catalyst is C1(C)C=CC=CC=1.C([O-])(=O)C.[Pd+2].C([O-])(=O)C. The product is [C:28]([CH2:27][C:23]1([N:21]2[CH:22]=[C:18]([C:17]3[C:12]4[CH:11]=[CH:10][N:9]([CH2:8][O:7][CH2:6][CH2:5][Si:4]([CH3:30])([CH3:3])[CH3:31])[C:13]=4[N:14]=[CH:15][N:16]=3)[CH:19]=[N:20]2)[CH2:24][N:25]([C:33]2[CH:42]=[CH:41][C:36]([C:37]([O:39][CH3:40])=[O:38])=[C:35]([F:43])[CH:34]=2)[CH2:26]1)#[N:29]. The yield is 0.820.